This data is from Forward reaction prediction with 1.9M reactions from USPTO patents (1976-2016). The task is: Predict the product of the given reaction. (1) The product is: [C:54]12([NH:64][C:17]([C:13]3([C:10]4[N:9]([CH3:20])[C:8]([C:3]5[CH:4]=[CH:5][CH:6]=[CH:7][C:2]=5[Cl:1])=[N:12][N:11]=4)[CH2:14][CH2:15][CH2:16]3)=[O:19])[CH2:61][CH:60]3[CH2:59][CH:58]([CH2:57][CH:56]([CH2:62]3)[CH2:55]1)[CH2:63]2. Given the reactants [Cl:1][C:2]1[CH:7]=[CH:6][CH:5]=[CH:4][C:3]=1[C:8]1[N:9]([CH3:20])[C:10]([C:13]2([C:17]([OH:19])=O)[CH2:16][CH2:15][CH2:14]2)=[N:11][N:12]=1.C(N(C(C)C)CC)(C)C.F[P-](F)(F)(F)(F)F.Br[P+](N1CCCC1)(N1CCCC1)N1CCCC1.[C:54]12([NH2:64])[CH2:63][CH:58]3[CH2:59][CH:60]([CH2:62][CH:56]([CH2:57]3)[CH2:55]1)[CH2:61]2, predict the reaction product. (2) Given the reactants [Na].[NH2:2][C:3]([C:7]1[CH:12]=[CH:11][C:10]([F:13])=[CH:9][C:8]=1[F:14])=[CH:4][C:5]#[N:6].[C:15](=O)([O:19]CC)[O:16][CH2:17][CH3:18].Cl, predict the reaction product. The product is: [CH2:17]([O:16][C:15](=[O:19])[NH:2]/[C:3](/[C:7]1[CH:12]=[CH:11][C:10]([F:13])=[CH:9][C:8]=1[F:14])=[CH:4]\[C:5]#[N:6])[CH3:18]. (3) Given the reactants [H-].[H-].[H-].[H-].[Li+].[Al+3].[CH2:7]([O:14][C:15]1[C:23]([F:24])=[CH:22][C:21]([F:25])=[C:20]2[C:16]=1[C:17]([C:26](=O)[C:27]([N:29]([CH3:31])[CH3:30])=O)=[CH:18][NH:19]2)[C:8]1[CH:13]=[CH:12][CH:11]=[CH:10][CH:9]=1, predict the reaction product. The product is: [CH2:7]([O:14][C:15]1[C:23]([F:24])=[CH:22][C:21]([F:25])=[C:20]2[C:16]=1[C:17]([CH2:26][CH2:27][N:29]([CH3:30])[CH3:31])=[CH:18][NH:19]2)[C:8]1[CH:9]=[CH:10][CH:11]=[CH:12][CH:13]=1. (4) Given the reactants [NH2:1][C:2]1[N:7]=[CH:6][N:5]=[C:4]2[N:8]([CH:12]([C:14]3[CH:15]=[C:16]4[N:21]([C:22]=3[C:23]3[CH:28]=[CH:27][N:26]=[C:25]([OH:29])[CH:24]=3)[CH:20]=[CH:19][CH:18]=[CH:17]4)[CH3:13])[N:9]=[C:10]([I:11])[C:3]=12.Cl.Cl[CH2:32][CH2:33][N:34]1[CH2:39][CH2:38][O:37][CH2:36][CH2:35]1, predict the reaction product. The product is: [NH2:1][C:2]1[N:7]=[CH:6][N:5]=[C:4]2[N:8]([CH:12]([C:14]3[CH:15]=[C:16]4[N:21]([C:22]=3[C:23]3[CH:28]=[CH:27][N:26]([CH2:32][CH2:33][N:34]5[CH2:39][CH2:38][O:37][CH2:36][CH2:35]5)[C:25](=[O:29])[CH:24]=3)[CH:20]=[CH:19][CH:18]=[CH:17]4)[CH3:13])[N:9]=[C:10]([I:11])[C:3]=12. (5) Given the reactants C(OC(=O)[NH:7][C:8]1[CH2:9][O:10][CH2:11][C@:12]([C:17]2[CH:22]=[C:21]([NH:23][C:24]([C:26]3[C:31]([CH3:32])=[CH:30][C:29]([C:33]#[N:34])=[CH:28][N:27]=3)=[O:25])[CH:20]=[C:19]([F:35])[C:18]=2[F:36])([CH:14]([F:16])[F:15])[N:13]=1)(C)(C)C.C(O)(C(F)(F)F)=O.CCOC(C)=O, predict the reaction product. The product is: [NH2:7][C:8]1[CH2:9][O:10][CH2:11][C@:12]([C:17]2[CH:22]=[C:21]([NH:23][C:24]([C:26]3[C:31]([CH3:32])=[CH:30][C:29]([C:33]#[N:34])=[CH:28][N:27]=3)=[O:25])[CH:20]=[C:19]([F:35])[C:18]=2[F:36])([CH:14]([F:15])[F:16])[N:13]=1.